This data is from Full USPTO retrosynthesis dataset with 1.9M reactions from patents (1976-2016). The task is: Predict the reactants needed to synthesize the given product. (1) Given the product [Cl:37][C:38]1[CH:44]=[C:43]([O:45][C:46]2[C:47]3[N:54]([CH3:55])[CH:53]=[CH:52][C:48]=3[N:49]=[CH:50][N:51]=2)[CH:42]=[CH:41][C:39]=1[NH:40][C:28]([NH:13][C:12]1[CH:14]=[C:15]([C:17]([F:20])([F:18])[F:19])[CH:16]=[C:10]([C:8]([N:5]2[CH2:6][CH2:7][N:2]([CH3:1])[CH2:3][CH2:4]2)=[O:9])[CH:11]=1)=[O:29], predict the reactants needed to synthesize it. The reactants are: [CH3:1][N:2]1[CH2:7][CH2:6][N:5]([C:8]([C:10]2[CH:11]=[C:12]([CH:14]=[C:15]([C:17]([F:20])([F:19])[F:18])[CH:16]=2)[NH2:13])=[O:9])[CH2:4][CH2:3]1.N1C=CC=CC=1.Cl[C:28](OC1C=CC=CC=1)=[O:29].[Cl:37][C:38]1[CH:44]=[C:43]([O:45][C:46]2[C:47]3[N:54]([CH3:55])[CH:53]=[CH:52][C:48]=3[N:49]=[CH:50][N:51]=2)[CH:42]=[CH:41][C:39]=1[NH2:40]. (2) Given the product [OH:1][C:2]1[CH:7]=[C:6]([O:8][CH2:25][O:24][CH2:23][CH2:22][Si:19]([CH3:21])([CH3:20])[CH3:18])[CH:5]=[CH:4][C:3]=1[C:9](=[O:11])[CH3:10], predict the reactants needed to synthesize it. The reactants are: [OH:1][C:2]1[CH:7]=[C:6]([OH:8])[CH:5]=[CH:4][C:3]=1[C:9](=[O:11])[CH3:10].C([O-])([O-])=O.[K+].[K+].[CH3:18][Si:19]([CH2:22][CH2:23][O:24][CH2:25]Cl)([CH3:21])[CH3:20].